Dataset: Reaction yield outcomes from USPTO patents with 853,638 reactions. Task: Predict the reaction yield, written as a fraction of the theoretical maximum amount of product (1.0 means a 100% yield; for example, 0.34 means a 34% yield). The reactants are Br[C:2]1[CH:3]=[C:4]([C:8]2[C:9]3[C:14]([C:15]([C:22]4[CH:27]=[CH:26][CH:25]=[CH:24][CH:23]=4)=[C:16]4[C:21]=2[CH:20]=[CH:19][CH:18]=[CH:17]4)=[CH:13][CH:12]=[CH:11][CH:10]=3)[CH:5]=[CH:6][CH:7]=1.[CH:28]1[C:36]2[C:35]3[CH:37]=[CH:38][CH:39]=[CH:40][C:34]=3[S:33][C:32]=2[C:31]([C:41]2[CH:42]=[CH:43][C:44]3[NH:45][C:46]4[C:51]([C:52]=3[CH:53]=2)=[CH:50][CH:49]=[CH:48][CH:47]=4)=[CH:30][CH:29]=1.CC(C)([O-])C.[Na+].C(P(C(C)(C)C)C(C)(C)C)(C)(C)C. The catalyst is C1C=CC(/C=C/C(/C=C/C2C=CC=CC=2)=O)=CC=1.C1C=CC(/C=C/C(/C=C/C2C=CC=CC=2)=O)=CC=1.[Pd].CCCCCC.C1(C)C=CC=CC=1. The product is [CH:28]1[C:36]2[C:35]3[CH:37]=[CH:38][CH:39]=[CH:40][C:34]=3[S:33][C:32]=2[C:31]([C:41]2[CH:42]=[CH:43][C:44]3[N:45]([C:6]4[CH:7]=[CH:2][CH:3]=[C:4]([C:8]5[C:21]6[C:16]([C:15]([C:22]7[CH:27]=[CH:26][CH:25]=[CH:24][CH:23]=7)=[C:14]7[C:9]=5[CH:10]=[CH:11][CH:12]=[CH:13]7)=[CH:17][CH:18]=[CH:19][CH:20]=6)[CH:5]=4)[C:46]4[C:51]([C:52]=3[CH:53]=2)=[CH:50][CH:49]=[CH:48][CH:47]=4)=[CH:30][CH:29]=1. The yield is 0.720.